From a dataset of Catalyst prediction with 721,799 reactions and 888 catalyst types from USPTO. Predict which catalyst facilitates the given reaction. Reactant: [C:1]([O:5][C:6]([NH:8][CH:9]1[CH2:14][CH2:13][C:12](OS(C(F)(F)F)(=O)=O)=[CH:11][CH2:10]1)=[O:7])([CH3:4])([CH3:3])[CH3:2].CC1(C)C(C)(C)OB([C:31]2[CH:32]=[C:33]3[CH:39]=[CH:38][NH:37][C:34]3=[N:35][CH:36]=2)O1.C([O-])([O-])=O.[Na+].[Na+]. Product: [C:1]([O:5][C:6](=[O:7])[NH:8][CH:9]1[CH2:14][CH2:13][C:12]([C:31]2[CH:32]=[C:33]3[CH:39]=[CH:38][NH:37][C:34]3=[N:35][CH:36]=2)=[CH:11][CH2:10]1)([CH3:4])([CH3:3])[CH3:2]. The catalyst class is: 151.